Task: Predict the reactants needed to synthesize the given product.. Dataset: Full USPTO retrosynthesis dataset with 1.9M reactions from patents (1976-2016) (1) The reactants are: C(OC([NH:11][CH2:12][CH2:13][C:14]1[CH:19]=[CH:18][CH:17]=[CH:16][C:15]=1[O:20][CH2:21][CH2:22][N:23]1[CH2:28][CH2:27][O:26][CH2:25][CH2:24]1)=O)C1C=CC=CC=1. Given the product [O:26]1[CH2:25][CH2:24][N:23]([CH2:22][CH2:21][O:20][C:15]2[CH:16]=[CH:17][CH:18]=[CH:19][C:14]=2[CH2:13][CH2:12][NH2:11])[CH2:28][CH2:27]1, predict the reactants needed to synthesize it. (2) Given the product [Cl:1][C:2]1[CH:16]=[CH:15][C:5]([CH2:6][O:7][C:8]2[CH:13]=[CH:12][N:11]([C:18]3[CH:19]=[CH:20][C:21]4[N:22]([C:24]([CH3:30])=[C:25]([CH:27]5[CH2:29][CH2:28]5)[N:26]=4)[N:23]=3)[C:10](=[O:14])[CH:9]=2)=[CH:4][CH:3]=1, predict the reactants needed to synthesize it. The reactants are: [Cl:1][C:2]1[CH:16]=[CH:15][C:5]([CH2:6][O:7][C:8]2[CH:13]=[CH:12][NH:11][C:10](=[O:14])[CH:9]=2)=[CH:4][CH:3]=1.Br[C:18]1[CH:19]=[CH:20][C:21]2[N:22]([C:24]([CH3:30])=[C:25]([CH:27]3[CH2:29][CH2:28]3)[N:26]=2)[N:23]=1.CNCCNC.C(=O)([O-])[O-].[K+].[K+].N. (3) The reactants are: Br[C:2]1[CH:3]=[C:4]([C:8]2[C:22]([C:23]3[CH:28]=[CH:27][N:26]=[C:25]([NH:29][CH:30]4[CH2:34][CH2:33][CH2:32][CH2:31]4)[N:24]=3)=[C:11]3[CH:12]=[CH:13][CH:14]=[C:15]([NH:16][CH:17]4[CH2:21][CH2:20][CH2:19][CH2:18]4)[N:10]3[N:9]=2)[CH:5]=[CH:6][CH:7]=1.[S:35]1[CH:39]=[CH:38][CH:37]=[C:36]1B(O)O. Given the product [CH:17]1([NH:16][C:15]2[N:10]3[N:9]=[C:8]([C:4]4[CH:5]=[CH:6][CH:7]=[C:2]([C:36]5[S:35][CH:39]=[CH:38][CH:37]=5)[CH:3]=4)[C:22]([C:23]4[CH:28]=[CH:27][N:26]=[C:25]([NH:29][CH:30]5[CH2:34][CH2:33][CH2:32][CH2:31]5)[N:24]=4)=[C:11]3[CH:12]=[CH:13][CH:14]=2)[CH2:18][CH2:19][CH2:20][CH2:21]1, predict the reactants needed to synthesize it. (4) Given the product [CH2:13]([N:10]1[CH:11]=[CH:12][C:7]([C:31]#[C:30][C:24]2[CH:29]=[CH:28][CH:27]=[CH:26][CH:25]=2)=[C:8]([Br:21])[C:9]1=[O:20])[C:14]1[CH:19]=[CH:18][CH:17]=[CH:16][CH:15]=1, predict the reactants needed to synthesize it. The reactants are: FC(F)(F)S(O[C:7]1[CH:12]=[CH:11][N:10]([CH2:13][C:14]2[CH:19]=[CH:18][CH:17]=[CH:16][CH:15]=2)[C:9](=[O:20])[C:8]=1[Br:21])(=O)=O.[C:24]1([C:30]#[CH:31])[CH:29]=[CH:28][CH:27]=[CH:26][CH:25]=1. (5) Given the product [F:12][C:11]([F:14])([F:13])[S:8]([O:45][C:42]1[CH:43]=[CH:44][C:39]([C:30]2([CH3:29])[CH2:35][O:34][CH2:33][C:32]3=[CH:36][N:37]=[CH:38][N:31]23)=[CH:40][CH:41]=1)(=[O:10])=[O:9], predict the reactants needed to synthesize it. The reactants are: C1C=CC(N([S:8]([C:11]([F:14])([F:13])[F:12])(=[O:10])=[O:9])[S:8]([C:11]([F:14])([F:13])[F:12])(=[O:10])=[O:9])=CC=1.C(N(CC)CC)C.[CH3:29][C:30]1([C:39]2[CH:44]=[CH:43][C:42]([OH:45])=[CH:41][CH:40]=2)[CH2:35][O:34][CH2:33][C:32]2=[CH:36][N:37]=[CH:38][N:31]12. (6) The reactants are: C1CCN2C(=NCCC2)CC1.[CH3:12][O:13][C:14]1[CH:15]=[C:16]2[C:20](=[CH:21][CH:22]=1)[C:19](=[O:23])[CH2:18][CH:17]2Br. Given the product [CH3:12][O:13][C:14]1[CH:15]=[C:16]2[C:20](=[CH:21][CH:22]=1)[C:19](=[O:23])[CH:18]=[CH:17]2, predict the reactants needed to synthesize it. (7) Given the product [CH3:1][C:2]1[C:7]2[C:8]([NH:11][CH2:12][CH2:13][CH2:14][NH:15][S:33]([C:29]3[CH:30]=[CH:31][CH:32]=[C:27]([C:26]([F:25])([F:37])[F:38])[CH:28]=3)(=[O:35])=[O:34])=[N:9][S:10][C:6]=2[CH:5]=[CH:4][CH:3]=1, predict the reactants needed to synthesize it. The reactants are: [CH3:1][C:2]1[C:7]2[C:8]([NH:11][CH2:12][CH2:13][CH2:14][NH2:15])=[N:9][S:10][C:6]=2[CH:5]=[CH:4][CH:3]=1.C(N(C(C)C)CC)(C)C.[F:25][C:26]([F:38])([F:37])[C:27]1[CH:28]=[C:29]([S:33](Cl)(=[O:35])=[O:34])[CH:30]=[CH:31][CH:32]=1. (8) Given the product [C:2]([C:16]1[N:17]([CH3:19])[CH:18]=[C:14]([C:11]2[CH:10]=[CH:9][C:8]([O:7][C:6]3[CH:20]=[CH:21][C:22]([F:24])=[CH:23][C:5]=3[F:4])=[CH:13][CH:12]=2)[N:15]=1)#[N:1].[C:2]([C:14]1([C:11]2[CH:10]=[CH:9][C:8]([O:7][C:6]3[CH:20]=[CH:21][C:22]([F:24])=[CH:23][C:5]=3[F:4])=[CH:13][CH:12]=2)[CH2:18][N:17]([CH3:19])[CH:16]=[N:15]1)#[N:1], predict the reactants needed to synthesize it. The reactants are: [N:1]#[C:2]Br.[F:4][C:5]1[CH:23]=[C:22]([F:24])[CH:21]=[CH:20][C:6]=1[O:7][C:8]1[CH:13]=[CH:12][C:11]([C:14]2[N:15]=[CH:16][N:17]([CH3:19])[CH:18]=2)=[CH:10][CH:9]=1.O.CCOC(C)=O.